The task is: Regression. Given a peptide amino acid sequence and an MHC pseudo amino acid sequence, predict their binding affinity value. This is MHC class I binding data.. This data is from Peptide-MHC class I binding affinity with 185,985 pairs from IEDB/IMGT. (1) The peptide sequence is KHAQRIETW. The MHC is HLA-B58:01 with pseudo-sequence HLA-B58:01. The binding affinity (normalized) is 0.429. (2) The peptide sequence is IMNEGWASF. The MHC is HLA-B15:17 with pseudo-sequence HLA-B15:17. The binding affinity (normalized) is 0.432. (3) The peptide sequence is NTYLFNILYK. The MHC is H-2-Kd with pseudo-sequence H-2-Kd. The binding affinity (normalized) is 0.185. (4) The peptide sequence is SCEDTGARETL. The binding affinity (normalized) is 0.264. The MHC is H-2-Kd with pseudo-sequence H-2-Kd.